Dataset: Forward reaction prediction with 1.9M reactions from USPTO patents (1976-2016). Task: Predict the product of the given reaction. (1) Given the reactants C[O-:2].C([Sn+]([CH2:12][CH2:13][CH2:14][CH3:15])CCCC)CCC.[C:16]([O:19][C:20](C)=C)(=[O:18])[CH3:17].[C:23]1(C)C=[CH:27][CH:26]=[CH:25][C:24]=1P([C:25]1[CH:26]=[CH:27]C=[CH:23][C:24]=1C)[C:25]1[CH:26]=[CH:27]C=[CH:23][C:24]=1C, predict the reaction product. The product is: [CH3:20][O:19][C:16](=[O:18])[CH2:17][C:24]1[CH:25]=[CH:26][CH:27]=[C:12]([CH2:13][C:14](=[O:2])[CH3:15])[CH:23]=1. (2) Given the reactants B1C2CCCC1CCC2.[CH2:10]([C:13]1[N:14]=[N+:15]([O-:23])[C:16]2[CH:22]=[CH:21][CH:20]=[CH:19][C:17]=2[N:18]=1)[CH:11]=[CH2:12].[OH-:24].[Na+].OO, predict the reaction product. The product is: [OH:24][CH2:12][CH2:11][CH2:10][C:13]1[N:14]=[N+:15]([O-:23])[C:16]2[CH:22]=[CH:21][CH:20]=[CH:19][C:17]=2[N:18]=1. (3) Given the reactants Cl[C:2]1[CH2:7][CH:6]2[CH:4]([CH2:5]2)[C:3]=1/[CH:8]=[CH:9]/[C:10]([O:12][CH2:13][CH3:14])=[O:11].[N-:15]=[N+]=[N-].[Na+], predict the reaction product. The product is: [CH2:13]([O:12][C:10]([C:9]1[NH:15][C:2]2[CH2:7][C@@H:6]3[CH2:5][C@@H:4]3[C:3]=2[CH:8]=1)=[O:11])[CH3:14].